From a dataset of Catalyst prediction with 721,799 reactions and 888 catalyst types from USPTO. Predict which catalyst facilitates the given reaction. (1) Reactant: [CH:1]#[C:2][C:3]1[CH:8]=[CH:7][C:6]([OH:9])=[CH:5][CH:4]=1.O.C1(C)C=CC(S(O)(=O)=O)=CC=1.C(C(C)=O)C(C)C.[CH:29]([O:31][CH2:32][CH3:33])=[CH2:30]. Product: [CH2:29]([O:31][CH2:32][CH2:33][O:9][C:6]1[CH:7]=[CH:8][C:3]([CH:2]=[CH2:1])=[CH:4][CH:5]=1)[CH3:30].[OH:9][C:6]1[CH:7]=[CH:8][C:3]([CH:2]=[CH2:1])=[CH:4][CH:5]=1. The catalyst class is: 6. (2) Reactant: [O:1]1[CH2:6][CH2:5][C:4](=[O:7])[CH2:3][CH2:2]1.Cl[CH2:9][C:10]#[N:11].CC(C)([O-])C.[K+]. Product: [O:7]1[C:4]2([CH2:5][CH2:6][O:1][CH2:2][CH2:3]2)[CH:9]1[C:10]#[N:11]. The catalyst class is: 371. (3) Reactant: [NH2:1][C@@H:2]1[CH2:7][CH2:6][CH2:5][N:4]([C:8]2[CH:16]=[CH:15][C:11]([C:12]([NH2:14])=[O:13])=[C:10]([NH:17][C:18]3[CH:23]=[CH:22][C:21]([C:24]([N:26]4[CH2:31][CH2:30][O:29][CH2:28][CH2:27]4)=[O:25])=[CH:20][CH:19]=3)[N:9]=2)[CH2:3]1.CCN(CC)CC.[C:39]1([S:45](Cl)(=[O:47])=[O:46])[CH:44]=[CH:43][CH:42]=[CH:41][CH:40]=1. Product: [N:26]1([C:24]([C:21]2[CH:20]=[CH:19][C:18]([NH:17][C:10]3[N:9]=[C:8]([N:4]4[CH2:5][CH2:6][CH2:7][C@@H:2]([NH:1][S:45]([C:39]5[CH:44]=[CH:43][CH:42]=[CH:41][CH:40]=5)(=[O:47])=[O:46])[CH2:3]4)[CH:16]=[CH:15][C:11]=3[C:12]([NH2:14])=[O:13])=[CH:23][CH:22]=2)=[O:25])[CH2:31][CH2:30][O:29][CH2:28][CH2:27]1. The catalyst class is: 76. (4) Reactant: [CH2:1]([C:7]1[C:28]([CH2:29][CH2:30][CH2:31][CH2:32][CH2:33][CH3:34])=[CH:27][C:26]2[C:9](=[CH:10][C:11]3[C:12](=[O:36])[C:13]4[C:22]([C:23](=[O:35])[C:24]=3[CH:25]=2)=[CH:21][C:20]2[C:15](=[CH:16][CH:17]=[CH:18][CH:19]=2)[CH:14]=4)[CH:8]=1)[CH2:2][CH2:3][CH2:4][CH2:5][CH3:6].C([BH-](CC)CC)C.[Li+].Cl. Product: [CH2:29]([C:28]1[C:7]([CH2:1][CH2:2][CH2:3][CH2:4][CH2:5][CH3:6])=[CH:8][C:9]2[C:26](=[CH:25][C:24]3[CH:23]([OH:35])[C:22]4[C:13]([CH:12]([OH:36])[C:11]=3[CH:10]=2)=[CH:14][C:15]2[C:20](=[CH:19][CH:18]=[CH:17][CH:16]=2)[CH:21]=4)[CH:27]=1)[CH2:30][CH2:31][CH2:32][CH2:33][CH3:34]. The catalyst class is: 1. (5) Reactant: Cl[C:2]1[C:3]2[C:10]([C:11]3[CH:16]=[CH:15][CH:14]=[CH:13][N:12]=3)=[CH:9][S:8][C:4]=2[N:5]=[CH:6][N:7]=1.[CH:17]1([NH2:24])[CH2:22][CH2:21][CH:20]([NH2:23])[CH2:19][CH2:18]1. The catalyst class is: 9. Product: [N:12]1[CH:13]=[CH:14][CH:15]=[CH:16][C:11]=1[C:10]1[C:3]2[C:2]([NH:23][CH:20]3[CH2:21][CH2:22][CH:17]([NH2:24])[CH2:18][CH2:19]3)=[N:7][CH:6]=[N:5][C:4]=2[S:8][CH:9]=1. (6) Reactant: C([O:4][C@H:5]1[CH2:21][C@@H:20]2[C@@:8]([CH3:32])([CH:9]3[CH:17]([CH2:18][CH2:19]2)[CH:16]2[C@@:12]([CH3:31])([C:13]([N:22]4[C:26]5[CH:27]=[CH:28][CH:29]=[CH:30][C:25]=5[N:24]=[CH:23]4)=[CH:14][CH2:15]2)[CH2:11][CH2:10]3)[CH2:7][CH2:6]1)(=O)C.[OH-].[K+]. Product: [N:22]1([C:13]2[C@:12]3([CH3:31])[CH:16]([CH:17]4[CH:9]([CH2:10][CH2:11]3)[C@:8]3([CH3:32])[C@@H:20]([CH2:21][C@H:5]([OH:4])[CH2:6][CH2:7]3)[CH2:19][CH2:18]4)[CH2:15][CH:14]=2)[C:26]2[CH:27]=[CH:28][CH:29]=[CH:30][C:25]=2[N:24]=[CH:23]1. The catalyst class is: 5. (7) Reactant: [C:1]([C:3]1[CH:4]=[C:5]([CH:7]=[CH:8][CH:9]=1)[NH2:6])#[CH:2].N1C=CC=CC=1.Cl[C:17](OC1C=CC=CC=1)=[O:18].[Cl:26][C:27]1[CH:33]=[C:32]([O:34][C:35]2[C:36]3[N:43]([CH3:44])[CH:42]=[CH:41][C:37]=3[N:38]=[CH:39][N:40]=2)[CH:31]=[CH:30][C:28]=1[NH2:29]. Product: [Cl:26][C:27]1[CH:33]=[C:32]([O:34][C:35]2[C:36]3[N:43]([CH3:44])[CH:42]=[CH:41][C:37]=3[N:38]=[CH:39][N:40]=2)[CH:31]=[CH:30][C:28]=1[NH:29][C:17]([NH:6][C:5]1[CH:7]=[CH:8][CH:9]=[C:3]([C:1]#[CH:2])[CH:4]=1)=[O:18]. The catalyst class is: 60. (8) Reactant: [Cl:1][C:2]1[CH:7]=[CH:6][C:5]([O:8][C:9]2[CH:14]=[CH:13][C:12]([CH2:15][CH2:16][O:17][C:18]3[NH:19][CH:20]=[C:21]([CH2:25][C:26]4[CH:27]=[N:28][N:29]([CH3:31])[CH:30]=4)[C:22](=[O:24])[N:23]=3)=[CH:11][CH:10]=2)=[CH:4][C:3]=1[C:32]([F:35])([F:34])[F:33].[CH3:36]CN(C(C)C)C(C)C.CI. Product: [Cl:1][C:2]1[CH:7]=[CH:6][C:5]([O:8][C:9]2[CH:14]=[CH:13][C:12]([CH2:15][CH2:16][O:17][C:18]3[N:19]([CH3:36])[CH:20]=[C:21]([CH2:25][C:26]4[CH:27]=[N:28][N:29]([CH3:31])[CH:30]=4)[C:22](=[O:24])[N:23]=3)=[CH:11][CH:10]=2)=[CH:4][C:3]=1[C:32]([F:35])([F:33])[F:34]. The catalyst class is: 2. (9) Reactant: [C:1]([O:5][C:6]([N:8]1[CH2:12][CH2:11][CH:10]([OH:13])[CH:9]1[CH2:14][CH2:15][NH:16][C:17]([O:19][CH2:20][C:21]1[CH:26]=[CH:25][CH:24]=[CH:23][CH:22]=1)=[O:18])=[O:7])([CH3:4])([CH3:3])[CH3:2].CCN(C(C)C)C(C)C.[CH3:36][S:37](Cl)(=[O:39])=[O:38]. Product: [C:1]([O:5][C:6]([N:8]1[CH2:12][CH2:11][CH:10]([O:13][S:37]([CH3:36])(=[O:39])=[O:38])[CH:9]1[CH2:14][CH2:15][NH:16][C:17]([O:19][CH2:20][C:21]1[CH:22]=[CH:23][CH:24]=[CH:25][CH:26]=1)=[O:18])=[O:7])([CH3:4])([CH3:2])[CH3:3]. The catalyst class is: 91.